The task is: Predict the product of the given reaction.. This data is from Forward reaction prediction with 1.9M reactions from USPTO patents (1976-2016). (1) Given the reactants [Br:1][C:2]1[CH:7]=[CH:6][C:5]([OH:8])=[CH:4][CH:3]=1.C(=O)([O-])[O-].[K+].[K+].[CH2:15]([CH:17]1[O:19][CH2:18]1)Cl, predict the reaction product. The product is: [Br:1][C:2]1[CH:7]=[CH:6][C:5]([O:8][CH2:15][CH:17]2[CH2:18][O:19]2)=[CH:4][CH:3]=1. (2) The product is: [CH3:5][CH:4]1[N:6]2[C:10]3[N:11]=[C:12]([C:15]([OH:17])=[O:16])[CH:13]=[CH:14][C:9]=3[CH:8]=[C:7]2[C:20](=[O:22])[NH:1][CH2:2][CH2:3]1. Given the reactants [NH2:1][CH2:2][CH2:3][CH:4]([N:6]1[C:10]2=[N:11][C:12]([C:15]([O:17]CC)=[O:16])=[CH:13][CH:14]=[C:9]2[CH:8]=[C:7]1[C:20]([O:22]CC)=O)[CH3:5].C(=O)([O-])[O-].[K+].[K+], predict the reaction product. (3) Given the reactants [CH:1]([NH:4][C:5]([NH:7][C:8]1[CH:9]=[C:10]2[C:14](=[CH:15][CH:16]=1)[NH:13][C:12](=[O:17])[CH2:11]2)=[O:6])([CH3:3])[CH3:2].[NH:18]1[C:22]2[CH:23]=[CH:24][C:25]([CH:27]=O)=[CH:26][C:21]=2[N:20]=[N:19]1, predict the reaction product. The product is: [NH:18]1[C:22]2[CH:23]=[CH:24][C:25](/[CH:27]=[C:11]3/[C:12](=[O:17])[NH:13][C:14]4[C:10]/3=[CH:9][C:8]([NH:7][C:5]([NH:4][CH:1]([CH3:3])[CH3:2])=[O:6])=[CH:16][CH:15]=4)=[CH:26][C:21]=2[N:20]=[N:19]1. (4) Given the reactants [F:1][C:2]1[CH:7]=[CH:6][CH:5]=[CH:4][C:3]=1[N:8]1[C:12](=[O:13])[CH2:11][C:10]([C:14]2[CH:19]=[CH:18][CH:17]=[CH:16][C:15]=2[F:20])=[N:9]1.C(N(CC)CC)C.C(NC1C=CC(S([N:41]=[N+:42]=[N-])(=O)=O)=CC=1)(=O)C.C(=O)([O-])[O-].[Na+].[Na+].[OH-].[Na+], predict the reaction product. The product is: [N+:41](=[C:11]1[C:10]([C:14]2[CH:19]=[CH:18][CH:17]=[CH:16][C:15]=2[F:20])=[N:9][N:8]([C:3]2[CH:4]=[CH:5][CH:6]=[CH:7][C:2]=2[F:1])[C:12]1=[O:13])=[N-:42]. (5) Given the reactants [CH3:1][O:2][C:3](=[O:17])[C:4]1[CH:9]=[C:8]([Cl:10])[C:7]([NH2:11])=[C:6]([N+:12]([O-])=O)[C:5]=1[O:15][CH3:16].O.O.[Sn](Cl)Cl.O.[OH-].[Na+].[CH:26](O)=O, predict the reaction product. The product is: [CH3:1][O:2][C:3]([C:4]1[CH:9]=[C:8]([Cl:10])[C:7]2[N:11]=[CH:26][NH:12][C:6]=2[C:5]=1[O:15][CH3:16])=[O:17]. (6) Given the reactants [F:1][C:2]1[CH:7]=[CH:6][C:5]([N:8]2[C:17]3[C:12](=[CH:13][C:14]([C:18]#[C:19][Si](C)(C)C)=[CH:15][CH:16]=3)[C:11](=[O:24])[C:10]([C:25]([O:27][CH2:28][CH3:29])=[O:26])=[CH:9]2)=[CH:4][CH:3]=1.CCCC[N+](CCCC)(CCCC)CCCC.[F-], predict the reaction product. The product is: [C:18]([C:14]1[CH:13]=[C:12]2[C:17](=[CH:16][CH:15]=1)[N:8]([C:5]1[CH:6]=[CH:7][C:2]([F:1])=[CH:3][CH:4]=1)[CH:9]=[C:10]([C:25]([O:27][CH2:28][CH3:29])=[O:26])[C:11]2=[O:24])#[CH:19]. (7) Given the reactants [OH:1][C:2]1[CH:3]=[C:4]([CH:9]=[C:10]([O:12][C@@H:13]([CH3:17])[CH2:14][O:15][CH3:16])[CH:11]=1)[C:5]([O:7][CH3:8])=[O:6].[N:18]1([C:22]([C:24]2[CH:29]=[N:28][C:27](Cl)=[CH:26][N:25]=2)=[O:23])[CH2:21][CH2:20][CH2:19]1.C(=O)([O-])[O-].[Cs+].[Cs+].CS(C)=O, predict the reaction product. The product is: [N:18]1([C:22]([C:24]2[N:25]=[CH:26][C:27]([O:1][C:2]3[CH:3]=[C:4]([CH:9]=[C:10]([O:12][C@@H:13]([CH3:17])[CH2:14][O:15][CH3:16])[CH:11]=3)[C:5]([O:7][CH3:8])=[O:6])=[N:28][CH:29]=2)=[O:23])[CH2:21][CH2:20][CH2:19]1. (8) Given the reactants [NH:1]1[CH2:6][CH2:5][CH:4]([N:7]2[CH2:12][CH2:11][O:10][CH2:9][CH2:8]2)[CH2:3][CH2:2]1.[O:13]=[C:14]1[N:20]([CH:21]2[CH2:26][CH2:25][N:24]([C:27]([O:29][C@@H:30]([C:44](O)=[O:45])[CH2:31][C:32]3[CH:42]=[C:41]([CH3:43])[C:35]4[NH:36][C:37]([O:39][CH3:40])=[N:38][C:34]=4[CH:33]=3)=[O:28])[CH2:23][CH2:22]2)[CH2:19][CH2:18][C:17]2[CH:47]=[CH:48][CH:49]=[CH:50][C:16]=2[NH:15]1.CN(C(ON1N=NC2C=CC=CC1=2)=[N+](C)C)C.[B-](F)(F)(F)F.C(N(CC)CC)C, predict the reaction product. The product is: [O:13]=[C:14]1[N:20]([CH:21]2[CH2:22][CH2:23][N:24]([C:27]([O:29][C@H:30]([CH2:31][C:32]3[CH:42]=[C:41]([CH3:43])[C:35]4[NH:36][C:37]([O:39][CH3:40])=[N:38][C:34]=4[CH:33]=3)[C:44]([N:1]3[CH2:6][CH2:5][CH:4]([N:7]4[CH2:12][CH2:11][O:10][CH2:9][CH2:8]4)[CH2:3][CH2:2]3)=[O:45])=[O:28])[CH2:25][CH2:26]2)[CH2:19][CH2:18][C:17]2[CH:47]=[CH:48][CH:49]=[CH:50][C:16]=2[NH:15]1. (9) Given the reactants [Cl:1][C:2]1[C:3]([O:17][CH3:18])=[C:4]([C:8]([CH3:16])([CH3:15])[CH2:9][C:10](=[O:14])[C:11]([OH:13])=[O:12])[CH:5]=[CH:6][CH:7]=1.S(=O)(=O)(O)O.[CH2:24](O)[CH3:25], predict the reaction product. The product is: [CH2:24]([O:12][C:11](=[O:13])[C:10](=[O:14])[CH2:9][C:8]([C:4]1[CH:5]=[CH:6][CH:7]=[C:2]([Cl:1])[C:3]=1[O:17][CH3:18])([CH3:16])[CH3:15])[CH3:25]. (10) The product is: [CH2:1]([C:5]1[N:10]=[C:9]([C:11]([NH:13][C:14]2[CH:19]=[CH:18][CH:17]=[CH:16][C:15]=2[C:20]2[S:21][C:22]3[C:27]([N:28]=2)=[CH:26][C:25]([CH2:29][O:30][CH:31]2[CH2:36][CH2:35][NH:34][CH2:33][CH2:32]2)=[CH:24][N:23]=3)=[O:12])[CH:8]=[C:7]([NH:37][CH2:38][CH2:49][NH:51][CH3:52])[N:6]=1)[CH2:2][CH2:3][CH3:4]. Given the reactants [CH2:1]([C:5]1[N:10]=[C:9]([C:11]([NH:13][C:14]2[CH:19]=[CH:18][CH:17]=[CH:16][C:15]=2[C:20]2[S:21][C:22]3[C:27]([N:28]=2)=[CH:26][C:25]([CH2:29][O:30][CH:31]2[CH2:36][CH2:35][NH:34][CH2:33][CH2:32]2)=[CH:24][N:23]=3)=[O:12])[CH:8]=[C:7]([NH:37][CH:38]2CCNCC2)[N:6]=1)[CH2:2][CH2:3][CH3:4].CC(O[C:49]([N:51](CCN)[CH3:52])=O)(C)C, predict the reaction product.